Dataset: NCI-60 drug combinations with 297,098 pairs across 59 cell lines. Task: Regression. Given two drug SMILES strings and cell line genomic features, predict the synergy score measuring deviation from expected non-interaction effect. (1) Drug 1: C1=CC(=CC=C1CCC2=CNC3=C2C(=O)NC(=N3)N)C(=O)NC(CCC(=O)O)C(=O)O. Drug 2: C1CC(=O)NC(=O)C1N2C(=O)C3=CC=CC=C3C2=O. Cell line: A549. Synergy scores: CSS=40.3, Synergy_ZIP=1.74, Synergy_Bliss=2.29, Synergy_Loewe=-30.3, Synergy_HSA=3.71. (2) Drug 1: CC1=C(C=C(C=C1)NC2=NC=CC(=N2)N(C)C3=CC4=NN(C(=C4C=C3)C)C)S(=O)(=O)N.Cl. Drug 2: CC1=CC2C(CCC3(C2CCC3(C(=O)C)OC(=O)C)C)C4(C1=CC(=O)CC4)C. Cell line: SK-MEL-5. Synergy scores: CSS=12.4, Synergy_ZIP=14.6, Synergy_Bliss=17.4, Synergy_Loewe=5.82, Synergy_HSA=7.11. (3) Drug 1: CCC1(CC2CC(C3=C(CCN(C2)C1)C4=CC=CC=C4N3)(C5=C(C=C6C(=C5)C78CCN9C7C(C=CC9)(C(C(C8N6C=O)(C(=O)OC)O)OC(=O)C)CC)OC)C(=O)OC)O.OS(=O)(=O)O. Drug 2: C(=O)(N)NO. Cell line: NCI-H226. Synergy scores: CSS=2.55, Synergy_ZIP=-1.32, Synergy_Bliss=-2.77, Synergy_Loewe=0.600, Synergy_HSA=-1.41.